From a dataset of Human liver microsome stability data. Regression/Classification. Given a drug SMILES string, predict its absorption, distribution, metabolism, or excretion properties. Task type varies by dataset: regression for continuous measurements (e.g., permeability, clearance, half-life) or binary classification for categorical outcomes (e.g., BBB penetration, CYP inhibition). Dataset: hlm. The drug is CC(C)(CN1CCOCC1)NC(=O)c1nn(-c2ccc(F)cc2F)c2c1C[C@H]1C[C@@H]21. The result is 1 (stable in human liver microsomes).